Dataset: Full USPTO retrosynthesis dataset with 1.9M reactions from patents (1976-2016). Task: Predict the reactants needed to synthesize the given product. Given the product [CH3:32][C:27]1([CH3:33])[C:28]([CH3:31])([CH3:30])[O:29][B:25]([C:2]2[CH:7]=[CH:6][C:5]([S:8]([CH2:11][CH:12]3[CH2:17][CH2:16][CH2:15][N:14]([C:18]([O:20][C:21]([CH3:24])([CH3:23])[CH3:22])=[O:19])[CH2:13]3)(=[O:10])=[O:9])=[CH:4][CH:3]=2)[O:26]1, predict the reactants needed to synthesize it. The reactants are: Br[C:2]1[CH:7]=[CH:6][C:5]([S:8]([CH2:11][CH:12]2[CH2:17][CH2:16][CH2:15][N:14]([C:18]([O:20][C:21]([CH3:24])([CH3:23])[CH3:22])=[O:19])[CH2:13]2)(=[O:10])=[O:9])=[CH:4][CH:3]=1.[B:25]1([B:25]2[O:29][C:28]([CH3:31])([CH3:30])[C:27]([CH3:33])([CH3:32])[O:26]2)[O:29][C:28]([CH3:31])([CH3:30])[C:27]([CH3:33])([CH3:32])[O:26]1.C([O-])(=O)C.[K+].[B].[B].OC(C(O)(C)C)(C)C.